From a dataset of Reaction yield outcomes from USPTO patents with 853,638 reactions. Predict the reaction yield, written as a fraction of the theoretical maximum amount of product (1.0 means a 100% yield; for example, 0.34 means a 34% yield). (1) The product is [CH3:1][N:2]1[C:8]2[CH:9]=[C:10]([CH3:13])[CH:11]=[CH:12][C:7]=2[CH:6]([C:14]2[CH:19]=[CH:18][CH:17]=[CH:16][CH:15]=2)[NH:5][CH2:4][CH2:3]1. The yield is 0.410. The catalyst is CO. The reactants are [CH3:1][N:2]1[C:8]2[CH:9]=[C:10]([CH3:13])[CH:11]=[CH:12][C:7]=2[C:6]([C:14]2[CH:19]=[CH:18][CH:17]=[CH:16][CH:15]=2)=[N:5][CH2:4][CH2:3]1.CC(O)=O.[BH4-].[Na+]. (2) The reactants are COCC([O:6][CH2:7][CH:8]1[CH2:13][CH2:12][N:11]([C:14](=O)[CH2:15][O:16][CH3:17])[CH2:10][CH2:9]1)=O.[H-].[H-].[H-].[H-].[Li+].[Al+3].O.[OH-].[Na+]. The catalyst is C1COCC1. The product is [CH3:17][O:16][CH2:15][CH2:14][N:11]1[CH2:12][CH2:13][CH:8]([CH2:7][OH:6])[CH2:9][CH2:10]1. The yield is 0.840. (3) The reactants are [CH3:1][O:2][C:3]1[CH:37]=[C:36]([O:38][CH3:39])[CH:35]=[CH:34][C:4]=1[CH2:5][N:6]1[C:26]2[C:15]3=[CH:16][C:17]4[CH:18]=[C:19]([CH2:24][OH:25])[N:20]([CH3:23])[C:21]=4[CH:22]=[C:14]3[CH:13]([CH3:27])[CH2:12][CH2:11][C:10]=2[C:9]([OH:28])=[C:8]([C:29]([O:31]C)=[O:30])[C:7]1=[O:33].[Li+].[I-].Cl. The catalyst is CCOC(C)=O.O. The product is [CH3:1][O:2][C:3]1[CH:37]=[C:36]([O:38][CH3:39])[CH:35]=[CH:34][C:4]=1[CH2:5][N:6]1[C:26]2[C:15]3=[CH:16][C:17]4[CH:18]=[C:19]([CH2:24][OH:25])[N:20]([CH3:23])[C:21]=4[CH:22]=[C:14]3[CH:13]([CH3:27])[CH2:12][CH2:11][C:10]=2[C:9]([OH:28])=[C:8]([C:29]([OH:31])=[O:30])[C:7]1=[O:33]. The yield is 0.960.